Dataset: Retrosynthesis with 50K atom-mapped reactions and 10 reaction types from USPTO. Task: Predict the reactants needed to synthesize the given product. The reactants are: COc1ccc(C(=O)O)cc1Br.Nc1cnc2c(c1)CN(Cc1ccccc1)CC2. Given the product COc1ccc(C(=O)Nc2cnc3c(c2)CN(Cc2ccccc2)CC3)cc1Br, predict the reactants needed to synthesize it.